Dataset: Reaction yield outcomes from USPTO patents with 853,638 reactions. Task: Predict the reaction yield, written as a fraction of the theoretical maximum amount of product (1.0 means a 100% yield; for example, 0.34 means a 34% yield). (1) The catalyst is CO.O1CCCC1. The reactants are [Cl:1][CH2:2]C(CCl)=O.[CH2:7]([O:14][C:15]([NH:17][C@H:18]([C:26]([OH:28])=O)[CH2:19][C:20]1[CH:25]=[CH:24][CH:23]=[CH:22][CH:21]=1)=[O:16])[C:8]1[CH:13]=[CH:12][CH:11]=[CH:10][CH:9]=1.[BH4-].[Na+]. The yield is 0.430. The product is [CH2:7]([O:14][C:15]([NH:17][C@@H:18]([CH2:19][C:20]1[CH:21]=[CH:22][CH:23]=[CH:24][CH:25]=1)[C@H:26]([OH:28])[CH2:2][Cl:1])=[O:16])[C:8]1[CH:9]=[CH:10][CH:11]=[CH:12][CH:13]=1. (2) The product is [NH2:13][C:4]1[C:5]([CH3:12])=[C:6]([CH:11]=[C:2]([Br:1])[CH:3]=1)[C:7]([O:9][CH3:10])=[O:8]. The reactants are [Br:1][C:2]1[CH:3]=[C:4]([N+:13]([O-])=O)[C:5]([CH3:12])=[C:6]([CH:11]=1)[C:7]([O:9][CH3:10])=[O:8].[Cl-].[NH4+]. The yield is 0.850. The catalyst is C(O)C.C(=O)(O)[O-].[Na+].[Fe]. (3) The reactants are [CH2:1]([N:4]1[C:8]2=[C:9]([N:16]3[CH2:25][CH2:24][C:23]4[C:18](=[CH:19][CH:20]=[CH:21][CH:22]=4)[CH2:17]3)[N:10]=[C:11]([C:13]([OH:15])=O)[CH:12]=[C:7]2[CH:6]=[C:5]1[CH3:26])[CH:2]=[CH2:3].[CH2:27]([N:29]1[CH2:34][CH2:33][NH:32][CH2:31][CH2:30]1)[CH3:28]. No catalyst specified. The product is [CH2:1]([N:4]1[C:8]2=[C:9]([N:16]3[CH2:25][CH2:24][C:23]4[C:18](=[CH:19][CH:20]=[CH:21][CH:22]=4)[CH2:17]3)[N:10]=[C:11]([C:13]([N:32]3[CH2:33][CH2:34][N:29]([CH2:27][CH3:28])[CH2:30][CH2:31]3)=[O:15])[CH:12]=[C:7]2[CH:6]=[C:5]1[CH3:26])[CH:2]=[CH2:3]. The yield is 0.490.